From a dataset of Full USPTO retrosynthesis dataset with 1.9M reactions from patents (1976-2016). Predict the reactants needed to synthesize the given product. (1) The reactants are: [CH:1]([N:4]1C=C(CCNC(NC2SC(C3C=C(C)N=C(SC)N=3)=C(C)N=2)=O)N=[CH:5]1)([CH3:3])[CH3:2].C(C1O[C:35]([CH2:37][CH2:38][NH:39][C:40]([NH:42][C:43]2[S:44][C:45]([C:49]3[CH:54]=[C:53]([CH3:55])[N:52]=[C:51]([S:56]([CH3:59])(=[O:58])=[O:57])[N:50]=3)=[C:46]([CH3:48])[N:47]=2)=[O:41])=[N:34][CH:33]=1)C. Given the product [CH:1]([N:4]1[CH:5]=[C:35]([CH2:37][CH2:38][NH:39][C:40]([NH:42][C:43]2[S:44][C:45]([C:49]3[CH:54]=[C:53]([CH3:55])[N:52]=[C:51]([S:56]([CH3:59])(=[O:57])=[O:58])[N:50]=3)=[C:46]([CH3:48])[N:47]=2)=[O:41])[N:34]=[CH:33]1)([CH3:3])[CH3:2], predict the reactants needed to synthesize it. (2) Given the product [OH:39][CH2:38][CH2:37][N:36]([CH3:35])[C:30](=[O:31])[C@H:29]([O:28][C:26]1[CH:25]=[CH:24][CH:23]=[C:22]2[C:27]=1[C:18]([NH:17][C:13]1[CH:12]=[C:11]3[C:16](=[CH:15][CH:14]=1)[N:8]([CH2:7][C:2]1[CH:3]=[CH:4][CH:5]=[CH:6][N:1]=1)[CH:9]=[CH:10]3)=[N:19][CH:20]=[N:21]2)[CH3:34].[NH3:1].[CH3:26][OH:28], predict the reactants needed to synthesize it. The reactants are: [N:1]1[CH:6]=[CH:5][CH:4]=[CH:3][C:2]=1[CH2:7][N:8]1[C:16]2[C:11](=[CH:12][C:13]([NH:17][C:18]3[C:27]4[C:22](=[CH:23][CH:24]=[CH:25][C:26]=4[O:28][C@H:29]([CH3:34])[C:30](OC)=[O:31])[N:21]=[CH:20][N:19]=3)=[CH:14][CH:15]=2)[CH:10]=[CH:9]1.[CH3:35][NH:36][CH2:37][CH2:38][OH:39]. (3) Given the product [NH2:36][CH2:35][C:34]1[CH:47]=[CH:48][CH:49]=[CH:50][C:33]=1[C:13]1[N:14]2[C:19]3[CH:20]=[CH:21][NH:22][C:18]=3[N:17]=[CH:16][C:15]2=[C:11]([C:8]2[CH:9]=[CH:10][C:5]([C:2]([OH:1])([CH3:3])[CH3:4])=[CH:6][CH:7]=2)[N:12]=1, predict the reactants needed to synthesize it. The reactants are: [OH:1][C:2]([C:5]1[CH:10]=[CH:9][C:8]([C:11]2[N:12]=[C:13]([C:33]3[CH:50]=[CH:49][CH:48]=[CH:47][C:34]=3[CH2:35][N:36]3C(=O)C4C(=CC=CC=4)C3=O)[N:14]3[C:19]4[CH:20]=[CH:21][N:22](S(C5C=CC(C)=CC=5)(=O)=O)[C:18]=4[N:17]=[CH:16][C:15]=23)=[CH:7][CH:6]=1)([CH3:4])[CH3:3].NN.[OH-].[Na+]. (4) Given the product [ClH:31].[F:24][C:19]1[CH:20]=[CH:21][CH:22]=[CH:23][C:18]=1[NH:17][C:14]1[CH:15]=[C:16]2[C:11]([C:10]([C:25]3[CH:26]=[CH:27][CH:28]=[CH:29][CH:30]=3)=[N:9][NH:8]2)=[CH:12][CH:13]=1, predict the reactants needed to synthesize it. The reactants are: C(OC([N:8]1[C:16]2[C:11](=[CH:12][CH:13]=[C:14]([NH:17][C:18]3[CH:23]=[CH:22][CH:21]=[CH:20][C:19]=3[F:24])[CH:15]=2)[C:10]([C:25]2[CH:30]=[CH:29][CH:28]=[CH:27][CH:26]=2)=[N:9]1)=O)(C)(C)C.[ClH:31]. (5) Given the product [CH3:23][N:24]([CH3:30])[CH2:25][CH2:26][CH2:27][N:28]([CH3:29])[C:2]1[CH:9]=[CH:8][C:5]([CH:6]=[O:7])=[CH:4][CH:3]=1, predict the reactants needed to synthesize it. The reactants are: F[C:2]1[CH:9]=[CH:8][C:5]([CH:6]=[O:7])=[CH:4][CH:3]=1.C([O-])([O-])=O.[K+].[K+].CN1C(=O)CCC1.[CH3:23][N:24]([CH3:30])[CH2:25][CH2:26][CH2:27][NH:28][CH3:29]. (6) The reactants are: [F:1][C:2]([F:35])([F:34])[C:3]1[CH:4]=[C:5]([C:16]2[O:20][N:19]=[C:18]([C:21]3[CH:29]=[CH:28][CH:27]=[C:26]4[C:22]=3[CH:23]=[CH:24][N:25]4[CH2:30][C:31](O)=[O:32])[N:17]=2)[CH:6]=[CH:7][C:8]=1[O:9][CH:10]([CH3:15])[C:11]([F:14])([F:13])[F:12].[CH:36]1[CH:37]=[CH:38][C:39]2[N:44](O)N=[N:42][C:40]=2[CH:41]=1.CCN=C=NCCCN(C)C.Cl.Cl.N1C=CC=CC=1CN.C([O-])(O)=O.[Na+]. Given the product [N:42]1[CH:38]=[CH:37][CH:36]=[CH:41][C:40]=1[CH2:39][NH:44][C:31](=[O:32])[CH2:30][N:25]1[C:26]2[C:22](=[C:21]([C:18]3[N:17]=[C:16]([C:5]4[CH:6]=[CH:7][C:8]([O:9][CH:10]([CH3:15])[C:11]([F:14])([F:12])[F:13])=[C:3]([C:2]([F:1])([F:34])[F:35])[CH:4]=4)[O:20][N:19]=3)[CH:29]=[CH:28][CH:27]=2)[CH:23]=[CH:24]1, predict the reactants needed to synthesize it.